This data is from Reaction yield outcomes from USPTO patents with 853,638 reactions. The task is: Predict the reaction yield, written as a fraction of the theoretical maximum amount of product (1.0 means a 100% yield; for example, 0.34 means a 34% yield). (1) The reactants are [Br:1][C:2]1[CH:3]=[CH:4][C:5]([F:33])=[C:6]([C@:8]([NH:21][CH2:22][C:23]2[CH:28]=[CH:27][C:26]([O:29][CH3:30])=[CH:25][C:24]=2[O:31][CH3:32])([CH3:20])[CH2:9][S:10][C:11]2([C:15]([O:17]CC)=[O:16])[CH2:14][CH2:13][CH2:12]2)[CH:7]=1.[OH-].[Na+].Cl. The catalyst is C(O)C. The product is [Br:1][C:2]1[CH:3]=[CH:4][C:5]([F:33])=[C:6]([C@:8]([NH:21][CH2:22][C:23]2[CH:28]=[CH:27][C:26]([O:29][CH3:30])=[CH:25][C:24]=2[O:31][CH3:32])([CH3:20])[CH2:9][S:10][C:11]2([C:15]([OH:17])=[O:16])[CH2:14][CH2:13][CH2:12]2)[CH:7]=1. The yield is 0.949. (2) The reactants are [Cl-].O[NH3+:3].[C:4](=[O:7])([O-])[OH:5].[Na+].CS(C)=O.[CH2:13]([C:15]1[N:16]=[C:17]([CH2:46][CH2:47][CH3:48])[N:18]([CH2:31][C:32]2[CH:37]=[CH:36][C:35]([C:38]3[C:39]([C:44]#[N:45])=[CH:40][CH:41]=[CH:42][CH:43]=3)=[CH:34][CH:33]=2)[C:19](=[O:30])[C:20]=1[O:21][C:22]1[CH:27]=[CH:26][CH:25]=[C:24]([O:28][CH3:29])[CH:23]=1)[CH3:14]. The catalyst is C(OCC)(=O)C. The product is [CH2:13]([C:15]1[N:16]=[C:17]([CH2:46][CH2:47][CH3:48])[N:18]([CH2:31][C:32]2[CH:37]=[CH:36][C:35]([C:38]3[CH:43]=[CH:42][CH:41]=[CH:40][C:39]=3[C:44]3[NH:3][C:4](=[O:7])[O:5][N:45]=3)=[CH:34][CH:33]=2)[C:19](=[O:30])[C:20]=1[O:21][C:22]1[CH:27]=[CH:26][CH:25]=[C:24]([O:28][CH3:29])[CH:23]=1)[CH3:14]. The yield is 0.530. (3) The reactants are [CH2:1]([O:3][C:4](=[O:35])[CH2:5][C:6]([N:8]([C:28]1[CH:33]=[CH:32][C:31]([F:34])=[CH:30][CH:29]=1)[C:9]1[C:10]([C:23]([O:25]CC)=O)=[N:11][CH:12]=[C:13]([CH2:15][C:16]2[CH:21]=[CH:20][C:19]([F:22])=[CH:18][CH:17]=2)[CH:14]=1)=[O:7])[CH3:2].[O-]CC.[Na+]. The catalyst is C(O)C. The product is [F:34][C:31]1[CH:32]=[CH:33][C:28]([N:8]2[C:9]3[C:10](=[N:11][CH:12]=[C:13]([CH2:15][C:16]4[CH:17]=[CH:18][C:19]([F:22])=[CH:20][CH:21]=4)[CH:14]=3)[C:23]([OH:25])=[C:5]([C:4]([O:3][CH2:1][CH3:2])=[O:35])[C:6]2=[O:7])=[CH:29][CH:30]=1. The yield is 0.850. (4) The product is [CH3:23][C:12]1([CH3:22])[C:4]2[N:5]([C:7]([O:9][CH2:10][CH3:11])=[O:8])[N:6]=[C:2]([NH:1][C:40](=[O:41])[C:35]3[CH:36]=[CH:37][CH:38]=[CH:39][N:34]=3)[C:3]=2[CH2:14][N:13]1[C:15]([O:17][C:18]([CH3:21])([CH3:20])[CH3:19])=[O:16]. The reactants are [NH2:1][C:2]1[C:3]2[CH2:14][N:13]([C:15]([O:17][C:18]([CH3:21])([CH3:20])[CH3:19])=[O:16])[C:12]([CH3:23])([CH3:22])[C:4]=2[N:5]([C:7]([O:9][CH2:10][CH3:11])=[O:8])[N:6]=1.CCN(C(C)C)C(C)C.Cl.[N:34]1[CH:39]=[CH:38][CH:37]=[CH:36][C:35]=1[C:40](Cl)=[O:41]. The catalyst is C(Cl)Cl. The yield is 0.940. (5) The reactants are CO[C:3](=[O:25])/[C:4](=[N:22]/[O:23][CH3:24])/[C:5](/[CH3:21])=[CH:6]\[CH2:7][O:8][C:9]1[CH:13]=[CH:12][N:11]([C:14]2[CH:19]=[CH:18][C:17]([Cl:20])=[CH:16][CH:15]=2)[N:10]=1.[CH3:26][NH2:27]. The catalyst is C1COCC1.O. The product is [CH3:26][NH:27][C:3](=[O:25])/[C:4](=[N:22]/[O:23][CH3:24])/[C:5](/[CH3:21])=[CH:6]\[CH2:7][O:8][C:9]1[CH:13]=[CH:12][N:11]([C:14]2[CH:15]=[CH:16][C:17]([Cl:20])=[CH:18][CH:19]=2)[N:10]=1. The yield is 1.00.